The task is: Predict the reaction yield, written as a fraction of the theoretical maximum amount of product (1.0 means a 100% yield; for example, 0.34 means a 34% yield).. This data is from Reaction yield outcomes from USPTO patents with 853,638 reactions. The reactants are [Cl:1][C:2]1[CH:10]=[C:9]2[C:5]([C:6]([CH:11]=[O:12])=[CH:7][NH:8]2)=[CH:4][C:3]=1[C:13]1[CH:18]=[CH:17][C:16]([O:19][CH2:20][CH:21]2[CH2:24][O:23][CH2:22]2)=[CH:15][CH:14]=1.CC(=CC)C.Cl([O-])=[O:31].[Na+].P([O-])(O)(O)=O.[Na+]. The catalyst is C(#N)C.C(O)(C)(C)C.O. The product is [Cl:1][C:2]1[CH:10]=[C:9]2[C:5]([C:6]([C:11]([OH:31])=[O:12])=[CH:7][NH:8]2)=[CH:4][C:3]=1[C:13]1[CH:14]=[CH:15][C:16]([O:19][CH2:20][CH:21]2[CH2:24][O:23][CH2:22]2)=[CH:17][CH:18]=1. The yield is 0.350.